This data is from NCI-60 drug combinations with 297,098 pairs across 59 cell lines. The task is: Regression. Given two drug SMILES strings and cell line genomic features, predict the synergy score measuring deviation from expected non-interaction effect. (1) Drug 1: CC1=C(N=C(N=C1N)C(CC(=O)N)NCC(C(=O)N)N)C(=O)NC(C(C2=CN=CN2)OC3C(C(C(C(O3)CO)O)O)OC4C(C(C(C(O4)CO)O)OC(=O)N)O)C(=O)NC(C)C(C(C)C(=O)NC(C(C)O)C(=O)NCCC5=NC(=CS5)C6=NC(=CS6)C(=O)NCCC[S+](C)C)O. Drug 2: CC12CCC3C(C1CCC2O)C(CC4=C3C=CC(=C4)O)CCCCCCCCCS(=O)CCCC(C(F)(F)F)(F)F. Cell line: SF-295. Synergy scores: CSS=17.9, Synergy_ZIP=-11.9, Synergy_Bliss=-21.5, Synergy_Loewe=-21.9, Synergy_HSA=-16.7. (2) Drug 1: CN(C)C1=NC(=NC(=N1)N(C)C)N(C)C. Drug 2: CC(C)NC(=O)C1=CC=C(C=C1)CNNC.Cl. Cell line: TK-10. Synergy scores: CSS=-7.40, Synergy_ZIP=2.61, Synergy_Bliss=0.0580, Synergy_Loewe=-5.19, Synergy_HSA=-4.59. (3) Drug 1: COC1=C(C=C2C(=C1)N=CN=C2NC3=CC(=C(C=C3)F)Cl)OCCCN4CCOCC4. Drug 2: CCC1(CC2CC(C3=C(CCN(C2)C1)C4=CC=CC=C4N3)(C5=C(C=C6C(=C5)C78CCN9C7C(C=CC9)(C(C(C8N6C)(C(=O)OC)O)OC(=O)C)CC)OC)C(=O)OC)O.OS(=O)(=O)O. Cell line: SW-620. Synergy scores: CSS=57.4, Synergy_ZIP=10.5, Synergy_Bliss=10.2, Synergy_Loewe=11.4, Synergy_HSA=11.1. (4) Drug 1: CN1CCC(CC1)COC2=C(C=C3C(=C2)N=CN=C3NC4=C(C=C(C=C4)Br)F)OC. Drug 2: CC(C1=C(C=CC(=C1Cl)F)Cl)OC2=C(N=CC(=C2)C3=CN(N=C3)C4CCNCC4)N. Cell line: MOLT-4. Synergy scores: CSS=49.0, Synergy_ZIP=8.31, Synergy_Bliss=13.9, Synergy_Loewe=-6.01, Synergy_HSA=12.8. (5) Drug 1: C1=CC(=CC=C1C#N)C(C2=CC=C(C=C2)C#N)N3C=NC=N3. Drug 2: CN(CC1=CN=C2C(=N1)C(=NC(=N2)N)N)C3=CC=C(C=C3)C(=O)NC(CCC(=O)O)C(=O)O. Cell line: MALME-3M. Synergy scores: CSS=20.1, Synergy_ZIP=2.83, Synergy_Bliss=2.16, Synergy_Loewe=-4.41, Synergy_HSA=4.01. (6) Drug 1: C1CCC(C1)C(CC#N)N2C=C(C=N2)C3=C4C=CNC4=NC=N3. Drug 2: CC1C(C(CC(O1)OC2CC(CC3=C2C(=C4C(=C3O)C(=O)C5=CC=CC=C5C4=O)O)(C(=O)C)O)N)O. Cell line: DU-145. Synergy scores: CSS=40.5, Synergy_ZIP=-1.38, Synergy_Bliss=-0.643, Synergy_Loewe=-23.7, Synergy_HSA=0.267. (7) Drug 1: C1=CC(=CC=C1C#N)C(C2=CC=C(C=C2)C#N)N3C=NC=N3. Drug 2: CCCCCOC(=O)NC1=NC(=O)N(C=C1F)C2C(C(C(O2)C)O)O. Cell line: SF-539. Synergy scores: CSS=0.873, Synergy_ZIP=-0.0552, Synergy_Bliss=2.07, Synergy_Loewe=1.52, Synergy_HSA=0.837.